From a dataset of Full USPTO retrosynthesis dataset with 1.9M reactions from patents (1976-2016). Predict the reactants needed to synthesize the given product. (1) Given the product [CH3:1][C:2]([CH3:21])([CH3:20])[CH2:3][N:4]([CH2:17][CH2:18][O:19][C:27]1[CH:26]=[CH:25][C:24]([C:23]([F:32])([F:31])[F:22])=[CH:29][N:28]=1)[C:5]1[CH:12]=[CH:11][C:8]([C:9]#[N:10])=[C:7]([C:13]([F:14])([F:15])[F:16])[CH:6]=1, predict the reactants needed to synthesize it. The reactants are: [CH3:1][C:2]([CH3:21])([CH3:20])[CH2:3][N:4]([CH2:17][CH2:18][OH:19])[C:5]1[CH:12]=[CH:11][C:8]([C:9]#[N:10])=[C:7]([C:13]([F:16])([F:15])[F:14])[CH:6]=1.[F:22][C:23]([F:32])([F:31])[C:24]1[CH:25]=[CH:26][C:27](=O)[NH:28][CH:29]=1. (2) Given the product [F:55][C:56]([F:69])([F:70])[C:57]1[CH:58]=[C:59]([NH:67][NH:68][C:11](=[O:13])[CH:10]([C:5]2[CH:6]=[CH:7][CH:8]=[CH:9][C:4]=2[Cl:3])[N:14]2[CH2:19][CH2:18][N:17]3[CH2:20][CH2:21][CH2:22][C@@H:16]3[CH2:15]2)[CH:60]=[C:61]([C:63]([F:66])([F:64])[F:65])[CH:62]=1, predict the reactants needed to synthesize it. The reactants are: Cl.Cl.[Cl:3][C:4]1[CH:9]=[CH:8][CH:7]=[CH:6][C:5]=1[CH:10]([N:14]1[CH2:19][CH2:18][N:17]2[CH2:20][CH2:21][CH2:22][C@@H:16]2[CH2:15]1)[C:11]([OH:13])=O.CCN(C(C)C)C(C)C.C1C=CC2N(O)N=NC=2C=1.O.CCN=C=NCCCN(C)C.Cl.[F:55][C:56]([F:70])([F:69])[C:57]1[CH:58]=[C:59]([NH:67][NH2:68])[CH:60]=[C:61]([C:63]([F:66])([F:65])[F:64])[CH:62]=1. (3) Given the product [C:14]([O:17][C:18](=[O:19])[NH:20][CH2:21][C:22](=[O:23])[C:2]1[CH:3]=[N:4][CH:5]=[CH:6][CH:7]=1)([CH3:16])([CH3:13])[CH3:15], predict the reactants needed to synthesize it. The reactants are: Br[C:2]1[CH:3]=[N:4][CH:5]=[CH:6][CH:7]=1.C([Mg]Cl)(C)C.[CH3:13][C:14]([O:17][C:18]([NH:20][CH2:21][C:22](N(OC)C)=[O:23])=[O:19])([CH3:16])[CH3:15]. (4) Given the product [Cl:1][C:2]1[C:7]([F:8])=[CH:6][CH:5]=[C:4]([Cl:9])[C:3]=1[C@@H:10]([O:12][C:13]1[C:14]([NH2:30])=[N:15][CH:16]=[C:17]([C:19]2[CH:20]=[N:21][N:22]([CH:24]3[CH2:29][CH2:28][N:27]([CH3:32])[CH2:26][CH2:25]3)[CH:23]=2)[CH:18]=1)[CH3:11], predict the reactants needed to synthesize it. The reactants are: [Cl:1][C:2]1[C:7]([F:8])=[CH:6][CH:5]=[C:4]([Cl:9])[C:3]=1[C@@H:10]([O:12][C:13]1[C:14]([NH2:30])=[N:15][CH:16]=[C:17]([C:19]2[CH:20]=[N:21][N:22]([CH:24]3[CH2:29][CH2:28][NH:27][CH2:26][CH2:25]3)[CH:23]=2)[CH:18]=1)[CH3:11].I[CH3:32]. (5) Given the product [CH2:1]([N:8]1[CH:13]=[C:12]([Cl:14])[N:11]=[C:10]([NH:15][C:16]2[C:21]([C:37]#[C:36][Si:32]([CH3:35])([CH3:34])[CH3:33])=[CH:20][C:19]([CH3:23])=[CH:18][N:17]=2)[C:9]1=[O:24])[C:2]1[CH:7]=[CH:6][CH:5]=[CH:4][CH:3]=1, predict the reactants needed to synthesize it. The reactants are: [CH2:1]([N:8]1[CH:13]=[C:12]([Cl:14])[N:11]=[C:10]([NH:15][C:16]2[C:21](Br)=[CH:20][C:19]([CH3:23])=[CH:18][N:17]=2)[C:9]1=[O:24])[C:2]1[CH:7]=[CH:6][CH:5]=[CH:4][CH:3]=1.C(N(CC)CC)C.[Si:32]([C:36]#[CH:37])([CH3:35])([CH3:34])[CH3:33]. (6) Given the product [CH:1]([O:4][C:5]1[CH:10]=[CH:9][C:8]([S:11]([NH:21][C:19]2[N:18]([C:22]3[CH:31]=[CH:30][CH:29]=[C:28]4[C:23]=3[CH:24]=[CH:25][CH:26]=[N:27]4)[N:17]=[C:16]([CH3:15])[CH:20]=2)(=[O:13])=[O:12])=[CH:7][CH:6]=1)([CH3:3])[CH3:2], predict the reactants needed to synthesize it. The reactants are: [CH:1]([O:4][C:5]1[CH:10]=[CH:9][C:8]([S:11](Cl)(=[O:13])=[O:12])=[CH:7][CH:6]=1)([CH3:3])[CH3:2].[CH3:15][C:16]1[CH:20]=[C:19]([NH2:21])[N:18]([C:22]2[CH:31]=[CH:30][CH:29]=[C:28]3[C:23]=2[CH:24]=[CH:25][CH:26]=[N:27]3)[N:17]=1.C(=O)(O)[O-].[Na+]. (7) Given the product [N:1]1[CH:6]=[CH:5][CH:4]=[CH:3][C:2]=1[C:7]1[C:11]([C:12]2[C:21]3[C:16](=[CH:17][CH:18]=[CH:19][CH:20]=3)[N:15]=[CH:14][CH:13]=2)=[CH:10][N:9]([CH2:22][CH2:23][CH2:24][NH2:25])[N:8]=1, predict the reactants needed to synthesize it. The reactants are: [N:1]1[CH:6]=[CH:5][CH:4]=[CH:3][C:2]=1[C:7]1[C:11]([C:12]2[C:21]3[C:16](=[CH:17][CH:18]=[CH:19][CH:20]=3)[N:15]=[CH:14][CH:13]=2)=[CH:10][N:9]([CH2:22][CH2:23][C:24]#[N:25])[N:8]=1.N.[H][H]. (8) Given the product [CH:14]1[CH:15]=[CH:16][C:11](/[CH:10]=[CH:2]/[C:1]([C:4]2[N:5]=[CH:6][CH:7]=[CH:8][CH:9]=2)=[O:3])=[CH:12][CH:13]=1, predict the reactants needed to synthesize it. The reactants are: [C:1]([C:4]1[CH:9]=[CH:8][CH:7]=[CH:6][N:5]=1)(=[O:3])[CH3:2].[CH:10](=O)[C:11]1[CH:16]=[CH:15][CH:14]=[CH:13][CH:12]=1.C[O-].[Na+].Cl. (9) Given the product [Br:7][C:8]1[CH:9]=[CH:10][C:11]2[CH2:17][CH2:16][CH2:15][CH2:14][NH:13][C:12]=2[CH:19]=1, predict the reactants needed to synthesize it. The reactants are: O1CCCC1.B.[Br:7][C:8]1[CH:9]=[CH:10][C:11]2[CH2:17][CH2:16][CH2:15][C:14](=O)[NH:13][C:12]=2[CH:19]=1.BrC1C=C2C(CCCC2=O)=CC=1.CO. (10) Given the product [C:25]([O:24][C:22]([NH:21][C:18]1[S:19][CH:20]=[C:16](/[C:12](=[N:11]/[O:10][C:7]([CH3:9])([CH3:8])[C:6]([O:5][C:1]([CH3:4])([CH3:3])[CH3:2])=[O:29])/[C:13]([NH:63][C@@H:64]2[C:65](=[O:75])[NH:66][C@@H:67]2[CH2:68][N:69]2[N:73]=[N:72][C:71]([CH3:74])=[N:70]2)=[O:15])[N:17]=1)=[O:23])([CH3:27])([CH3:28])[CH3:26], predict the reactants needed to synthesize it. The reactants are: [C:1]([O:5][C:6](=[O:29])[C:7]([O:10]/[N:11]=[C:12](/[C:16]1[N:17]=[C:18]([NH:21][C:22]([O:24][C:25]([CH3:28])([CH3:27])[CH3:26])=[O:23])[S:19][CH:20]=1)\[C:13]([OH:15])=O)([CH3:9])[CH3:8])([CH3:4])([CH3:3])[CH3:2].CCN(C(C)C)C(C)C.CN(C(ON1N=NC2C=CC=NC1=2)=[N+](C)C)C.F[P-](F)(F)(F)(F)F.[NH2:63][C@H:64]1[C@@H:67]([CH2:68][N:69]2[N:73]=[N:72][C:71]([CH3:74])=[N:70]2)[NH:66][C:65]1=[O:75].